This data is from Full USPTO retrosynthesis dataset with 1.9M reactions from patents (1976-2016). The task is: Predict the reactants needed to synthesize the given product. (1) Given the product [CH2:21]([NH:20][C:18]([N:15]1[CH2:16][CH2:17][CH:12]([NH:11][C:10]2[CH:9]=[CH:8][C:7]([CH2:6][CH2:5][NH:4][CH2:40][C@H:38]([OH:39])[CH2:37][O:36][C:35]3[CH:41]=[CH:42][CH:43]=[CH:44][C:34]=3[CH2:31][CH:32]=[CH2:33])=[CH:30][CH:29]=2)[CH2:13][CH2:14]1)=[O:19])[CH2:22][CH2:23][CH2:24][CH2:25][CH2:26][CH2:27][CH3:28], predict the reactants needed to synthesize it. The reactants are: C(O)=O.[NH2:4][CH2:5][CH2:6][C:7]1[CH:30]=[CH:29][C:10]([NH:11][CH:12]2[CH2:17][CH2:16][N:15]([C:18]([NH:20][CH2:21][CH2:22][CH2:23][CH2:24][CH2:25][CH2:26][CH2:27][CH3:28])=[O:19])[CH2:14][CH2:13]2)=[CH:9][CH:8]=1.[CH2:31]([C:34]1[CH:44]=[CH:43][CH:42]=[CH:41][C:35]=1[O:36][CH2:37][C@@H:38]1[CH2:40][O:39]1)[CH:32]=[CH2:33]. (2) The reactants are: [NH2:1][C:2]1[C:7]2=[C:8]([C:26]3[S:27][C:28]4[C:34]([O:35][CH3:36])=[CH:33][C:32]([CH3:37])=[CH:31][C:29]=4[CH:30]=3)[C:9]([Cl:25])=[C:10]([CH2:11][N:12]3[CH2:17][CH2:16][N:15](C(OC(C)(C)C)=O)[CH2:14][CH2:13]3)[N:6]2[N:5]=[CH:4][N:3]=1.[ClH:38]. Given the product [ClH:25].[ClH:38].[ClH:25].[Cl:25][C:9]1[C:8]([C:26]2[S:27][C:28]3[C:34]([O:35][CH3:36])=[CH:33][C:32]([CH3:37])=[CH:31][C:29]=3[CH:30]=2)=[C:7]2[N:6]([C:10]=1[CH2:11][N:12]1[CH2:13][CH2:14][NH:15][CH2:16][CH2:17]1)[N:5]=[CH:4][N:3]=[C:2]2[NH2:1], predict the reactants needed to synthesize it. (3) Given the product [N:1]([CH2:4][C@H:5]1[O:9][C:8](=[O:10])[N:7]([C:11]2[CH:16]=[CH:15][C:14]([S:17]([CH2:19][CH3:24])=[O:18])=[C:13]([F:20])[CH:12]=2)[CH2:6]1)=[N+:2]=[N-:3], predict the reactants needed to synthesize it. The reactants are: [N:1]([CH2:4][C@H:5]1[O:9][C:8](=[O:10])[N:7]([C:11]2[CH:16]=[CH:15][C:14]([S:17]([CH3:19])=[O:18])=[C:13]([F:20])[CH:12]=2)[CH2:6]1)=[N+:2]=[N-:3].N([CH2:24][C@H]1OC(=O)N(C2C=CC(SCC)=C(F)C=2)C1)=[N+]=[N-].ClC1C=C(C=CC=1)C(OO)=O. (4) The reactants are: [NH2:1][C:2]([C:4]1[N:8]=[C:7]([C@H:9]([CH2:14][CH2:15][CH2:16][CH:17]2[CH2:22][CH2:21][CH2:20][CH2:19][CH2:18]2)[CH2:10][C:11](O)=[O:12])[O:6][N:5]=1)=[O:3].CN1CCOCC1.ClC(OCC(C)C)=O.C[Si](C)(C)[O:40][NH2:41]. Given the product [CH:17]1([CH2:16][CH2:15][CH2:14][C@@H:9]([C:7]2[O:6][N:5]=[C:4]([C:2]([NH2:1])=[O:3])[N:8]=2)[CH2:10][C:11]([NH:41][OH:40])=[O:12])[CH2:22][CH2:21][CH2:20][CH2:19][CH2:18]1, predict the reactants needed to synthesize it. (5) Given the product [F:12][C:11]([F:14])([F:13])[CH2:10][CH:6]1[NH:5][CH2:4][CH2:3][CH2:2][NH:1][C:7]1=[O:8], predict the reactants needed to synthesize it. The reactants are: [NH2:1][CH2:2][CH2:3][CH2:4][NH:5][CH:6]([CH2:10][C:11]([F:14])([F:13])[F:12])[C:7](O)=[O:8].Cl.C(Cl)CCl.